Dataset: Forward reaction prediction with 1.9M reactions from USPTO patents (1976-2016). Task: Predict the product of the given reaction. (1) Given the reactants CC1C=CC(S(O[CH2:12][C@@H:13]2[O:26][C:17]3=[C:18]4[C:22](=[CH:23][CH:24]=[C:16]3[O:15][CH2:14]2)[NH:21][C:20]([CH3:25])=[CH:19]4)(=O)=O)=CC=1.[NH:27]1[CH2:32][CH:31]=[C:30]([C:33]2[C:41]3[C:36](=[CH:37][CH:38]=[CH:39][CH:40]=3)[NH:35][CH:34]=2)[CH2:29][CH2:28]1, predict the reaction product. The product is: [NH:35]1[C:36]2[C:41](=[CH:40][CH:39]=[CH:38][CH:37]=2)[C:33]([C:30]2[CH2:31][CH2:32][N:27]([CH2:12][CH:13]3[O:26][C:17]4=[C:18]5[C:22](=[CH:23][CH:24]=[C:16]4[O:15][CH2:14]3)[NH:21][C:20]([CH3:25])=[CH:19]5)[CH2:28][CH:29]=2)=[CH:34]1. (2) Given the reactants [CH3:1][C:2]1[C:7]([CH2:8]O)=[CH:6][CH:5]=[C:4]([C:10]([F:13])([F:12])[F:11])[N:3]=1.[BrH:14], predict the reaction product. The product is: [Br:14][CH2:8][C:7]1[C:2]([CH3:1])=[N:3][C:4]([C:10]([F:13])([F:12])[F:11])=[CH:5][CH:6]=1. (3) Given the reactants [CH3:1][O:2][C:3]1[CH:4]=[C:5]2[C:10](=[CH:11][C:12]=1[O:13][CH2:14][C:15]1([NH:18]C(=O)OCC3C=CC(OC)=CC=3)[CH2:17][CH2:16]1)[N:9]=[CH:8][CH:7]=[C:6]2[O:31][C:32]1[CH:41]=[CH:40][C:39]2[C:34](=[CH:35][CH:36]=[CH:37][C:38]=2[C:42](=[O:45])[NH:43][CH3:44])[CH:33]=1.O.[OH-].[Na+], predict the reaction product. The product is: [NH2:18][C:15]1([CH2:14][O:13][C:12]2[CH:11]=[C:10]3[C:5]([C:6]([O:31][C:32]4[CH:33]=[C:34]5[C:39](=[CH:40][CH:41]=4)[C:38]([C:42]([NH:43][CH3:44])=[O:45])=[CH:37][CH:36]=[CH:35]5)=[CH:7][CH:8]=[N:9]3)=[CH:4][C:3]=2[O:2][CH3:1])[CH2:16][CH2:17]1. (4) The product is: [F:36][C:21]([F:20])([F:37])[C:22]1[O:26][N:25]=[C:24]([C:27]2[CH:28]=[C:29]([CH:33]=[CH:34][CH:35]=2)[C:30]([N:8]2[CH2:9][CH:10]([C:12]3[CH:19]=[CH:18][C:15]([C:16]#[N:17])=[CH:14][N:13]=3)[CH2:11]2)=[O:31])[N:23]=1. Given the reactants OC(C(F)(F)F)=O.[NH:8]1[CH2:11][CH:10]([C:12]2[CH:19]=[CH:18][C:15]([C:16]#[N:17])=[CH:14][N:13]=2)[CH2:9]1.[F:20][C:21]([F:37])([F:36])[C:22]1[O:26][N:25]=[C:24]([C:27]2[CH:28]=[C:29]([CH:33]=[CH:34][CH:35]=2)[C:30](O)=[O:31])[N:23]=1, predict the reaction product.